Dataset: Experimentally validated miRNA-target interactions with 360,000+ pairs, plus equal number of negative samples. Task: Binary Classification. Given a miRNA mature sequence and a target amino acid sequence, predict their likelihood of interaction. (1) The miRNA is mmu-miR-31-5p with sequence AGGCAAGAUGCUGGCAUAGCUG. The protein sequence of the target gene is MLWWEEVEDCYEREDVQKKTFTKWINAQFSKFGKQHIDNLFSDLQDGKRLLDLLEGLTGQKLPKEKGSTRVHALNNVNKALRVLQKNNVDLVNIGSTDIVDGNHKLTLGLIWNIILHWQVKNVMKTIMAGLQQTNSEKILLSWVRQSTRNYPQVNVINFTSSWSDGLALNALIHSHRPDLFDWNSVVSQHSATQRLEHAFNIAKCQLGIEKLLDPEDVATTYPDKKSILMYITSLFQVLPQQVSIEAIQEVEMLPRTSSKVTREEHFQLHHQMHYSQQITVSLAQGYEQTSSSPKPRFKS.... Result: 1 (interaction). (2) The miRNA is mmu-miR-323-3p with sequence CACAUUACACGGUCGACCUCU. The protein sequence of the target gene is MAAADTCGAGTLSSRSVASEAGQGGTSSFQRKGKASGGPGGGPRLLSIAGTRPSVRNGQLLVSTGLPALDQLLGGGLAVGTLLLIEEDKYNIYSPLLFKYFMAEGIINGHTLLVASAKENPAKILQELPAPLLDDNSKKELEDVHSAKTPEPNVNMKIAWRYQLQPKMEVGPVSSSRFGHYYDLSKRIPWELLQSSKWHGFFLPEHISPDLKGESCFLSCGYMRLLEFIQKSVYAEGFDGANPQKKQKNILRIGIQNLGSPLWGDDICCKENCDNNHRLTKFLYILRGLLRSSLSACIIT.... Result: 0 (no interaction). (3) The miRNA is hsa-miR-6808-5p with sequence CAGGCAGGGAGGUGGGACCAUG. The protein sequence of the target gene is MAPMHEEDCKLEASAVSDSGSFAASRARREKKSKKGRQEALERLKKAKAGEKYKYEVEDLTSVYEEVDEEQYSKLVQARQDDDWIVDDDGIGYVEDGREIFDDDLEDDALDTCGKGSDGKAHRKDRKDVKKPSVTKPNNIKAMFIASAGKKTTDKAVDLSKDDLLGDILQDLNTETAQITPPPVLIPKKKRSTGALLNPFSVHTPKAIPSGKPASPVLRNEPLLTPIPLKRAELAGELAQPECPEDEQELGVMEFEDGDFDESMDTEKVDEKPVTAKTWDQETEPVERVEHEADPERGTT.... Result: 0 (no interaction). (4) The miRNA is hsa-miR-3689d with sequence GGGAGGUGUGAUCUCACACUCG. The protein sequence of the target gene is MVHLTTLLCKAYRGGHLTIRLALGGCTNRPFYRIVAAHNKCPRDGRFVEQLGSYDPLPNSHGEKLVALNLDRIRHWIGCGAHLSKPMEKLLGLAGFFPLHPMMITNAERLRRKRAREVLLASQKTDAEATDTEATET. Result: 1 (interaction). (5) The miRNA is hsa-miR-877-3p with sequence UCCUCUUCUCCCUCCUCCCAG. The protein sequence of the target gene is MAGRSMQAARCPTDELSLTNCAVVNEKDFQSGQHVIVRTSPNHRYTFTLKTHPSVVPGSIAFSLPQRKWAGLSIGQEIEVSLYTFDKAKQCIGTMTIEIDFLQKKSIDSNPYDTDKMAAEFIQQFNNQAFSVGQQLVFSFNEKLFGLLVKDIEAMDPSILKGEPATGKRQKIEVGLVVGNSQVAFEKAENSSLNLIGKAKTKENRQSIINPDWNFEKMGIGGLDKEFSDIFRRAFASRVFPPEIVEQMGCKHVKGILLYGPPGCGKTLLARQIGKMLNAREPKVVNGPEILNKYVGESEA.... Result: 1 (interaction). (6) The miRNA is hsa-miR-619-5p with sequence GCUGGGAUUACAGGCAUGAGCC. The protein sequence of the target gene is MVSHFMGSLSVLCFLLLLGFQFVCPQPSTQHRKVPQRMAAEGAPEDDGGGGAPGVWGAWGPWSACSRSCSGGVMEQTRPCLPRSYRLRGGQRPGAPARAFADHVVSAVRTSVPLHRSRDETPALAGTDASRQGPTVLRGSRHPQPQGLEVTGDRRSRTRGTIGPGKYGYGKAPYILPLQTDTAHTPQRLRRQKLSSRHSRSQGASSARHGYSSPAHQVPQHGPLYQSDSGPRSGLQAAEAPIYQLPLTHDQGYPAASSLFHSPETSNNHGVGTHGATQSFSQPARSTAISCIGAYRQYKL.... Result: 1 (interaction). (7) The miRNA is hsa-miR-2113 with sequence AUUUGUGCUUGGCUCUGUCAC. The protein sequence of the target gene is MATGGGPFEDGMNDQDLPNWSNENVDDRLNNMDWGAQQKKANRSSEKNKKKFGVESDKRVTNDISPESSPGVGRRRTKTPHTFPHSRYMSQMSVPEQAELEKLKQRINFSDLDQRSIGSDSQGRATAANNKRQLSENRKPFNFLPMQINTNKSKDASTNPPNRETIGSAQCKELFASALSNDLLQNCQVSEEDGRGEPAMESSQIVSRLVQIRDYITKASSMREDLVEKNERSANVERLTHLIDHLKEQEKSYMKFLKKILARDPQQEPMEEIENLKKQHDLLKRMLQQQEQLRALQGRQ.... Result: 0 (no interaction). (8) The miRNA is hsa-miR-6812-5p with sequence AUGGGGUGAGAUGGGGAGGAGCAGC. The protein sequence of the target gene is MKAQGETEDSERLSKMSSLLERLHAKFNQNRPWSETIKLVRQVMEKRVVMSSGGHQHLVSCLETLQKALKVTSLPAMTDRLESIARQNGLGSHLSASGTECYITSDMFYVEVQLDPAGQLCDVKVAHHGENPVSCPELVQQLREKNFEEFSKHLKGLVNLYNLPGDNKLKTKMYLALQSLEQDLSKMAIMYWKATNAAPLDKILHGSVGYLTPRSGGHLMNMKYYASPSDLLDDKTASPIILHEKNVPRSLGMNASVTIEGTSAMYKLPIAPLIMGSHPADNKWTPSFSAVTSANSVDLP.... Result: 0 (no interaction).